Predict the reactants needed to synthesize the given product. From a dataset of Full USPTO retrosynthesis dataset with 1.9M reactions from patents (1976-2016). (1) Given the product [S:20]1[CH:21]=[C:17]([CH2:16][C@@H:15]([NH:13][CH3:12])[C:26]([N:27]([CH3:40])[C@@H:28]([C:36](=[O:39])[NH:37][CH3:38])[CH2:29][C:30]2[CH:35]=[CH:34][CH:33]=[CH:32][CH:31]=2)=[O:41])[C:18]2[CH:25]=[CH:24][CH:23]=[CH:22][C:19]1=2, predict the reactants needed to synthesize it. The reactants are: C(OC(=O)NC(C)(C)C/C=C/[C:12](=O)[N:13]([C@@H:15]([C:26](=[O:41])[N:27]([CH3:40])[CH:28]([C:36](=[O:39])[NH:37][CH3:38])[CH2:29][C:30]1[CH:35]=[CH:34][CH:33]=[CH:32][CH:31]=1)[CH2:16][C:17]1[C:18]2[CH:25]=[CH:24][CH:23]=[CH:22][C:19]=2[S:20][CH:21]=1)C)(C)(C)C.FC(F)(F)C(O)=O.O.C(=O)([O-])O.[Na+]. (2) Given the product [CH2:1]([C:3]1[CH:4]=[C:5]([C:11]2[CH:12]=[C:13]3[C:17](=[CH:18][CH:19]=2)[C:16](=[O:20])[CH:15]([CH:21]=[O:22])[CH2:14]3)[CH:6]=[CH:7][C:8]=1[O:9][CH3:10])[CH3:2], predict the reactants needed to synthesize it. The reactants are: [CH2:1]([C:3]1[CH:4]=[C:5]([C:11]2[CH:12]=[C:13]3[C:17](=[CH:18][CH:19]=2)[C:16](=[O:20])[CH2:15][CH2:14]3)[CH:6]=[CH:7][C:8]=1[O:9][CH3:10])[CH3:2].[CH:21](OCC)=[O:22].CC([O-])(C)C.[K+].CC(O)=O. (3) Given the product [NH2:8][C:9]1[NH:13][N:12]=[C:11]([NH:23][C:24]2[CH:25]=[C:26]([C:30]([C:32]3[CH:37]=[CH:36][CH:35]=[CH:34][CH:33]=3)=[O:31])[CH:27]=[CH:28][CH:29]=2)[N:10]=1, predict the reactants needed to synthesize it. The reactants are: COC1C=CC(C[N:8](CC2C=CC(OC)=CC=2)[C:9]2[N:13](CC3C=CC(OC)=CC=3)[N:12]=[C:11]([NH:23][C:24]3[CH:25]=[C:26]([C:30]([C:32]4[CH:37]=[CH:36][CH:35]=[CH:34][CH:33]=4)=[O:31])[CH:27]=[CH:28][CH:29]=3)[N:10]=2)=CC=1.C(O)(C(F)(F)F)=O. (4) Given the product [CH3:12][C:4]1[CH:3]=[C:2]([C:13]#[C:14][CH2:15][CH2:16][CH2:17][CH2:18][CH2:19][CH3:20])[CH:11]=[CH:10][C:5]=1[C:6]([O:8][CH3:9])=[O:7], predict the reactants needed to synthesize it. The reactants are: Br[C:2]1[CH:11]=[CH:10][C:5]([C:6]([O:8][CH3:9])=[O:7])=[C:4]([CH3:12])[CH:3]=1.[CH:13]#[C:14][CH2:15][CH2:16][CH2:17][CH2:18][CH2:19][CH3:20]. (5) Given the product [Cl-:59].[CH2:55]([O:54][C:22]1[C:23]([O:52][CH3:53])=[C:24]([NH:27][S:28]([C:31]2[CH:36]=[CH:35][C:34]([NH:37][C:38](=[O:51])[C@@H:39]([NH3+:43])[CH2:40][C:41]#[N:42])=[CH:33][CH:32]=2)(=[O:30])=[O:29])[CH:25]=[CH:26][C:21]=1[C:20](=[O:58])[NH:19][C:15]1[CH:14]=[CH:13][C:6]([C:7]([O:9][CH2:10][CH:11]=[CH2:12])=[O:8])=[C:5]([O:4][CH2:1][CH:2]=[CH2:3])[C:16]=1[O:17][CH3:18])[CH:56]=[CH2:57], predict the reactants needed to synthesize it. The reactants are: [CH2:1]([O:4][C:5]1[C:16]([O:17][CH3:18])=[C:15]([NH:19][C:20](=[O:58])[C:21]2[CH:26]=[CH:25][C:24]([NH:27][S:28]([C:31]3[CH:36]=[CH:35][C:34]([NH:37][C:38](=[O:51])[C@@H:39]([NH:43]C(OC(C)(C)C)=O)[CH2:40][C:41]#[N:42])=[CH:33][CH:32]=3)(=[O:30])=[O:29])=[C:23]([O:52][CH3:53])[C:22]=2[O:54][CH2:55][CH:56]=[CH2:57])[CH:14]=[CH:13][C:6]=1[C:7]([O:9][CH2:10][CH:11]=[CH2:12])=[O:8])[CH:2]=[CH2:3].[ClH:59]. (6) Given the product [Cl:1][C:2]1[CH:7]=[CH:6][C:5]([CH:8]2[C:12]3[N:13]([CH:22]([CH3:24])[CH3:23])[C:14]([C:16]4[CH2:17][CH2:18][N:19]([CH2:37][CH3:38])[CH2:20][CH:21]=4)=[N:15][C:11]=3[C:10](=[O:25])[N:9]2[C:26]2[CH:27]=[C:28]([CH3:36])[C:29]3[N:30]([C:32]([CH3:35])=[N:33][N:34]=3)[CH:31]=2)=[CH:4][CH:3]=1, predict the reactants needed to synthesize it. The reactants are: [Cl:1][C:2]1[CH:7]=[CH:6][C:5]([CH:8]2[C:12]3[N:13]([CH:22]([CH3:24])[CH3:23])[C:14]([C:16]4[CH2:17][CH2:18][NH:19][CH2:20][CH:21]=4)=[N:15][C:11]=3[C:10](=[O:25])[N:9]2[C:26]2[CH:27]=[C:28]([CH3:36])[C:29]3[N:30]([C:32]([CH3:35])=[N:33][N:34]=3)[CH:31]=2)=[CH:4][CH:3]=1.[C:37](O[BH-](OC(=O)C)OC(=O)C)(=O)[CH3:38].[Na+].C(=O)C.C([O-])(O)=O.[Na+].